This data is from Full USPTO retrosynthesis dataset with 1.9M reactions from patents (1976-2016). The task is: Predict the reactants needed to synthesize the given product. (1) The reactants are: C[O:2][C:3](=[O:31])[C:4]1[CH:9]=[CH:8][CH:7]=[C:6]([C:10]2[N:11]([C:16]3[CH:21]=[C:20]([Cl:22])[CH:19]=[CH:18][C:17]=3[O:23][CH2:24][C:25]3[CH:30]=[CH:29][CH:28]=[CH:27][CH:26]=3)[C:12]([CH3:15])=[CH:13][CH:14]=2)[CH:5]=1. Given the product [CH2:24]([O:23][C:17]1[CH:18]=[CH:19][C:20]([Cl:22])=[CH:21][C:16]=1[N:11]1[C:12]([CH3:15])=[CH:13][CH:14]=[C:10]1[C:6]1[CH:5]=[C:4]([CH:9]=[CH:8][CH:7]=1)[C:3]([OH:31])=[O:2])[C:25]1[CH:26]=[CH:27][CH:28]=[CH:29][CH:30]=1, predict the reactants needed to synthesize it. (2) Given the product [F:3][C:4]1[CH:9]=[CH:8][C:7]([CH:10]([C:31]2[CH:32]=[CH:33][C:34]([F:37])=[CH:35][CH:36]=2)[C@H:11]2[N:16]3[CH2:17][CH2:18][N:19]([C:21]([O:23][CH2:24][C:25]4[CH:30]=[CH:29][CH:28]=[CH:27][CH:26]=4)=[O:22])[CH2:20][C@H:15]3[CH2:14][N:13]([C:45]([O:47][C:48]([CH3:51])([CH3:50])[CH3:49])=[O:46])[CH2:12]2)=[CH:6][CH:5]=1, predict the reactants needed to synthesize it. The reactants are: Cl.Cl.[F:3][C:4]1[CH:9]=[CH:8][C:7]([CH:10]([C:31]2[CH:36]=[CH:35][C:34]([F:37])=[CH:33][CH:32]=2)[C@H:11]2[N:16]3[CH2:17][CH2:18][N:19]([C:21]([O:23][CH2:24][C:25]4[CH:30]=[CH:29][CH:28]=[CH:27][CH:26]=4)=[O:22])[CH2:20][C@H:15]3[CH2:14][NH:13][CH2:12]2)=[CH:6][CH:5]=1.C(N(CC)CC)C.[C:45](O[C:45]([O:47][C:48]([CH3:51])([CH3:50])[CH3:49])=[O:46])([O:47][C:48]([CH3:51])([CH3:50])[CH3:49])=[O:46]. (3) Given the product [Br:1][C:2]1[CH:7]=[CH:6][C:5]([C:8]2[O:9][C:10]([CH3:20])=[C:11]([CH2:13][CH2:14][N:30]3[CH2:31][CH2:32][CH2:33][C@H:29]3[CH3:28])[N:12]=2)=[CH:4][CH:3]=1, predict the reactants needed to synthesize it. The reactants are: [Br:1][C:2]1[CH:7]=[CH:6][C:5]([C:8]2[O:9][C:10]([CH3:20])=[C:11]([CH2:13][CH2:14]OS(C)(=O)=O)[N:12]=2)=[CH:4][CH:3]=1.C(=O)([O-])[O-].[K+].[K+].Cl.[CH3:28][C@@H:29]1[CH2:33][CH2:32][CH2:31][NH:30]1.